Dataset: Full USPTO retrosynthesis dataset with 1.9M reactions from patents (1976-2016). Task: Predict the reactants needed to synthesize the given product. Given the product [F:35][C:20]1[C:21]([O:28][C:29]2[CH:34]=[CH:33][CH:32]=[CH:31][CH:30]=2)=[C:22]([N+:25]([O-:27])=[O:26])[CH:23]=[CH:24][C:19]=1[CH:4]([C:5]([O:7][C:8]([CH3:9])([CH3:10])[CH3:11])=[O:6])[C:3]([O:13][C:14]([CH3:17])([CH3:16])[CH3:15])=[O:12], predict the reactants needed to synthesize it. The reactants are: [H-].[Na+].[C:3]([O:13][C:14]([CH3:17])([CH3:16])[CH3:15])(=[O:12])[CH2:4][C:5]([O:7][C:8]([CH3:11])([CH3:10])[CH3:9])=[O:6].F[C:19]1[CH:24]=[CH:23][C:22]([N+:25]([O-:27])=[O:26])=[C:21]([O:28][C:29]2[CH:34]=[CH:33][CH:32]=[CH:31][CH:30]=2)[C:20]=1[F:35].